Dataset: Full USPTO retrosynthesis dataset with 1.9M reactions from patents (1976-2016). Task: Predict the reactants needed to synthesize the given product. (1) Given the product [Br:8][C:5]1[N:6]=[CH:7][C:2]([S:13]([Cl:16])(=[O:15])=[O:14])=[CH:3][CH:4]=1, predict the reactants needed to synthesize it. The reactants are: N[C:2]1[CH:3]=[CH:4][C:5]([Br:8])=[N:6][CH:7]=1.N([O-])=O.[Na+].[S:13](=[O:15])=[O:14].[ClH:16]. (2) Given the product [NH2:9][S:8]([C:6]1[CH:5]=[CH:4][C:3]([NH:12][C:13]([C:15]2[CH:20]=[C:19]([N:12]([CH:22]3[CH2:23][CH2:24][CH2:25][CH2:26][CH2:27]3)[CH2:3][CH2:2][CH3:1])[N:18]=[CH:17][N:16]=2)=[O:14])=[C:2]([CH3:1])[CH:7]=1)(=[O:11])=[O:10], predict the reactants needed to synthesize it. The reactants are: [CH3:1][C:2]1[CH:7]=[C:6]([S:8](=[O:11])(=[O:10])[NH2:9])[CH:5]=[CH:4][C:3]=1[NH:12][C:13]([C:15]1[CH:20]=[C:19](Cl)[N:18]=[CH:17][N:16]=1)=[O:14].[CH:22]1(CCCN)[CH2:27][CH2:26][CH2:25][CH2:24][CH2:23]1. (3) Given the product [CH3:18][O:1][C:2]1[C:3]([C:13]([O:15][CH2:16][CH3:17])=[O:14])=[CH:4][N:5]2[CH2:10][CH2:9][N:8]([CH3:11])[C:7](=[O:12])[C:6]=12, predict the reactants needed to synthesize it. The reactants are: [OH:1][C:2]1[C:3]([C:13]([O:15][CH2:16][CH3:17])=[O:14])=[CH:4][N:5]2[CH2:10][CH2:9][N:8]([CH3:11])[C:7](=[O:12])[C:6]=12.[C:18](=O)([O-])[O-].[K+].[K+].IC.